The task is: Predict the reactants needed to synthesize the given product.. This data is from Full USPTO retrosynthesis dataset with 1.9M reactions from patents (1976-2016). (1) The reactants are: [CH3:1][O:2][C:3]([C:5]1[S:6][C:7](/[CH:13]=[CH:14]/[C:15]2[CH:16]=[C:17]3[C:22](=[CH:23][CH:24]=2)[N:21]=[C:20]([Cl:25])[CH:19]=[CH:18]3)=[C:8]([N+:10]([O-])=O)[CH:9]=1)=[O:4]. Given the product [CH3:1][O:2][C:3]([C:5]1[S:6][C:7]2[CH:13]=[C:14]([C:15]3[CH:16]=[C:17]4[C:22](=[CH:23][CH:24]=3)[N:21]=[C:20]([Cl:25])[CH:19]=[CH:18]4)[NH:10][C:8]=2[CH:9]=1)=[O:4], predict the reactants needed to synthesize it. (2) Given the product [CH3:13][N:14]([C:15]1[CH:20]=[CH:19][C:18]([N+:21]([O-:23])=[O:22])=[C:17]([N:24]2[CH2:29][CH2:28][CH2:27][CH2:26][CH2:25]2)[CH:16]=1)[C:5]([N:43]1[CH2:44][CH2:45][N:40]([CH3:39])[CH2:41][CH2:42]1)=[O:11], predict the reactants needed to synthesize it. The reactants are: ClC(Cl)(O[C:5](=[O:11])OC(Cl)(Cl)Cl)Cl.[CH3:13][NH:14][C:15]1[CH:20]=[CH:19][C:18]([N+:21]([O-:23])=[O:22])=[C:17]([N:24]2[CH2:29][CH2:28][CH2:27][CH2:26][CH2:25]2)[CH:16]=1.CCN(C(C)C)C(C)C.[CH3:39][N:40]1[CH2:45][CH2:44][NH:43][CH2:42][CH2:41]1. (3) Given the product [F:31][C:2]([F:1])([F:30])[C:3]1[CH:4]=[C:5]([NH:9][C:10]([C:12]2[CH:13]=[N:14][N:15]3[CH:20]=[C:19]([O:21][C:22]4[CH:27]=[CH:26][N:25]=[C:24]([NH2:29])[N:23]=4)[CH:18]=[CH:17][C:16]=23)=[O:11])[CH:6]=[CH:7][CH:8]=1, predict the reactants needed to synthesize it. The reactants are: [F:1][C:2]([F:31])([F:30])[C:3]1[CH:4]=[C:5]([NH:9][C:10]([C:12]2[CH:13]=[N:14][N:15]3[CH:20]=[C:19]([O:21][C:22]4[CH:27]=[C:26](Cl)[N:25]=[C:24]([NH2:29])[N:23]=4)[CH:18]=[CH:17][C:16]=23)=[O:11])[CH:6]=[CH:7][CH:8]=1. (4) Given the product [OH:34]/[CH:33]=[C:4]1/[CH2:5][C@:6]2([C:26]3[CH:27]=[CH:28][CH:29]=[CH:30][CH:31]=3)[C:15]3[N:14]=[C:13]([C:16]4[CH:25]=[CH:24][C:19]([C:20]([O:22][CH2:23][CH3:43])=[O:21])=[CH:18][CH:17]=4)[N:12]=[CH:11][C:10]=3[CH2:9][CH2:8][C@H:7]2[C@H:2]([CH3:1])[C:3]/1=[O:32], predict the reactants needed to synthesize it. The reactants are: [CH3:1][C@H:2]1[C@@H:7]2[CH2:8][CH2:9][C:10]3[CH:11]=[N:12][C:13]([C:16]4[CH:25]=[CH:24][C:19]([C:20]([O:22][CH3:23])=[O:21])=[CH:18][CH:17]=4)=[N:14][C:15]=3[C@@:6]2([C:26]2[CH:31]=[CH:30][CH:29]=[CH:28][CH:27]=2)[CH2:5][CH2:4][C:3]1=[O:32].[CH:33](OCC)=[O:34].C[O-].[Na+].CO.[CH3:43]C(C)([O-])C.[K+]. (5) Given the product [F:18][C:8]1([F:19])[C:9]2[S:13][C:12]([C:14]([O:16][CH3:17])=[O:15])=[N:11][C:10]=2[C:4]2[CH:3]=[C:2]([C:23]#[C:22][C@:24]3([OH:31])[CH2:28][CH2:27][N:26]([CH3:29])[C:25]3=[O:30])[CH:21]=[CH:20][C:5]=2[O:6][CH2:7]1, predict the reactants needed to synthesize it. The reactants are: Br[C:2]1[CH:21]=[CH:20][C:5]2[O:6][CH2:7][C:8]([F:19])([F:18])[C:9]3[S:13][C:12]([C:14]([O:16][CH3:17])=[O:15])=[N:11][C:10]=3[C:4]=2[CH:3]=1.[C:22]([C@:24]1([OH:31])[CH2:28][CH2:27][N:26]([CH3:29])[C:25]1=[O:30])#[CH:23]. (6) Given the product [Cl:27][C:25]1[CH:24]=[C:20]([C:21](=[O:22])[NH:30][CH2:31][C:32]2[C:37](=[O:38])[CH:36]=[C:35]([CH3:39])[NH:34][C:33]=2[CH3:40])[C:19]([CH3:28])=[C:18]([CH:26]=1)[O:17][CH:14]1[CH2:15][CH2:16][N:11]([C:9]([O:8][CH2:1][C:2]2[CH:7]=[CH:6][CH:5]=[CH:4][CH:3]=2)=[O:10])[CH2:12][CH2:13]1, predict the reactants needed to synthesize it. The reactants are: [CH2:1]([O:8][C:9]([N:11]1[CH2:16][CH2:15][CH:14]([O:17][C:18]2[C:19]([CH3:28])=[C:20]([CH:24]=[C:25]([Cl:27])[CH:26]=2)[C:21](O)=[O:22])[CH2:13][CH2:12]1)=[O:10])[C:2]1[CH:7]=[CH:6][CH:5]=[CH:4][CH:3]=1.Cl.[NH2:30][CH2:31][C:32]1[C:37](=[O:38])[CH:36]=[C:35]([CH3:39])[NH:34][C:33]=1[CH3:40].C(Cl)CCl.C1C=NC2N(O)N=NC=2C=1.CN1CCOCC1.C([O-])(O)=O.[Na+].